This data is from Reaction yield outcomes from USPTO patents with 853,638 reactions. The task is: Predict the reaction yield, written as a fraction of the theoretical maximum amount of product (1.0 means a 100% yield; for example, 0.34 means a 34% yield). The reactants are Cl.[N:2]1[CH:7]=[CH:6][CH:5]=[N:4][C:3]=1[NH:8][CH:9]1[CH2:14][CH2:13][NH:12][CH2:11][CH2:10]1.C(N(C(C)C)CC)(C)C.[Cl:24][C:25]1[CH:30]=[C:29]([Cl:31])[CH:28]=[CH:27][C:26]=1[CH2:32][N:33]=[C:34]=[O:35]. No catalyst specified. The product is [Cl:24][C:25]1[CH:30]=[C:29]([Cl:31])[CH:28]=[CH:27][C:26]=1[CH2:32][NH:33][C:34]([N:12]1[CH2:13][CH2:14][CH:9]([NH:8][C:3]2[N:4]=[CH:5][CH:6]=[CH:7][N:2]=2)[CH2:10][CH2:11]1)=[O:35]. The yield is 0.644.